From a dataset of Forward reaction prediction with 1.9M reactions from USPTO patents (1976-2016). Predict the product of the given reaction. (1) Given the reactants [Br:1][C:2]1[CH:7]=[CH:6][C:5]([OH:8])=[CH:4][C:3]=1[CH3:9].[CH3:10][C:11]1([CH3:18])[O:15][CH:14]([CH2:16]O)[CH2:13][O:12]1.C1C=CC(P(C2C=CC=CC=2)C2C=CC=CC=2)=CC=1.C1CCN(C(N=NC(N2CCCCC2)=O)=O)CC1, predict the reaction product. The product is: [Br:1][C:2]1[CH:7]=[CH:6][C:5]([O:8][CH2:16][CH:14]2[CH2:13][O:12][C:11]([CH3:18])([CH3:10])[O:15]2)=[CH:4][C:3]=1[CH3:9]. (2) Given the reactants [BH4-].[Na+].[CH3:3][O:4][CH2:5][O:6][C:7]1[CH:12]=[C:11]([O:13][CH2:14][O:15][CH3:16])[CH:10]=[CH:9][C:8]=1[C:17]1[C:18](=[O:34])[O:19][C:20]2[C:25]([C:26]=1[CH2:27][CH:28]=[O:29])=[CH:24][CH:23]=[C:22]([O:30][CH2:31][O:32][CH3:33])[CH:21]=2, predict the reaction product. The product is: [CH3:3][O:4][CH2:5][O:6][C:7]1[CH:12]=[C:11]([O:13][CH2:14][O:15][CH3:16])[CH:10]=[CH:9][C:8]=1[C:17]1[C:18](=[O:34])[O:19][C:20]2[C:25]([C:26]=1[CH2:27][CH2:28][OH:29])=[CH:24][CH:23]=[C:22]([O:30][CH2:31][O:32][CH3:33])[CH:21]=2. (3) Given the reactants [CH2:1]([N:3]([CH2:19][CH3:20])[CH2:4][CH2:5][N:6]1[CH2:11][CH2:10][C:9]2[NH:12][C:13]([CH:16]=O)=[C:14]([CH3:15])[C:8]=2[C:7]1=[O:18])[CH3:2].[F:21][C:22]1[CH:23]=[C:24]2[C:28](=[CH:29][C:30]=1[NH:31][C:32](=[O:36])[C@@H:33]([OH:35])[CH3:34])[NH:27][C:26](=[O:37])[CH2:25]2, predict the reaction product. The product is: [CH2:1]([N:3]([CH2:19][CH3:20])[CH2:4][CH2:5][N:6]1[CH2:11][CH2:10][C:9]2[NH:12][C:13]([CH:16]=[C:25]3[C:24]4[C:28](=[CH:29][C:30]([NH:31][C:32](=[O:36])[C@@H:33]([OH:35])[CH3:34])=[C:22]([F:21])[CH:23]=4)[NH:27][C:26]3=[O:37])=[C:14]([CH3:15])[C:8]=2[C:7]1=[O:18])[CH3:2]. (4) The product is: [C:1]([O:5][C:6]([NH:8][C@@H:9]([CH2:20][C@@H:21]([OH:26])[CH2:22][N+:23]([O-:25])=[O:24])[C:10]([O:12][CH2:13][C:14]1[CH:19]=[CH:18][CH:17]=[CH:16][CH:15]=1)=[O:11])=[O:7])([CH3:4])([CH3:2])[CH3:3]. Given the reactants [C:1]([O:5][C:6]([NH:8][C@@H:9]([CH2:20][C:21](=[O:26])[CH2:22][N+:23]([O-:25])=[O:24])[C:10]([O:12][CH2:13][C:14]1[CH:19]=[CH:18][CH:17]=[CH:16][CH:15]=1)=[O:11])=[O:7])([CH3:4])([CH3:3])[CH3:2].[Cl-].[NH4+], predict the reaction product.